From a dataset of Forward reaction prediction with 1.9M reactions from USPTO patents (1976-2016). Predict the product of the given reaction. (1) Given the reactants [C:1]([C:3]1[CH:25]=[CH:24][C:6]([CH2:7][NH:8][C:9](=[O:23])[CH:10]([O:20][CH2:21][CH3:22])[C:11]2[CH:16]=[CH:15][C:14]([O:17][CH3:18])=[CH:13][C:12]=2[F:19])=[C:5]([OH:26])[CH:4]=1)#[N:2].Br[CH2:28][C:29]([O:31][CH2:32][CH3:33])=[O:30].C(=O)([O-])[O-].[Cs+].[Cs+], predict the reaction product. The product is: [CH2:32]([O:31][C:29](=[O:30])[CH2:28][O:26][C:5]1[CH:4]=[C:3]([C:1]#[N:2])[CH:25]=[CH:24][C:6]=1[CH2:7][NH:8][C:9](=[O:23])[CH:10]([O:20][CH2:21][CH3:22])[C:11]1[CH:16]=[CH:15][C:14]([O:17][CH3:18])=[CH:13][C:12]=1[F:19])[CH3:33]. (2) Given the reactants [F:1][C:2]([F:47])([F:46])[C:3]1[CH:4]=[C:5]([CH:39]=[C:40]([C:42]([F:45])([F:44])[F:43])[CH:41]=1)[C:6]([N:8]1[CH2:13][CH2:12][N:11]([CH2:14]/[CH:15]=[CH:16]/[C@@H:17]2[CH2:22][O:21][CH2:20][CH2:19][N:18]2C(OC(C)(C)C)=O)[CH2:10][C@H:9]1[CH2:30][C:31]1[CH:36]=[CH:35][C:34]([CH3:37])=[C:33]([CH3:38])[CH:32]=1)=[O:7].[ClH:48], predict the reaction product. The product is: [ClH:48].[ClH:48].[F:45][C:42]([F:43])([F:44])[C:40]1[CH:39]=[C:5]([CH:4]=[C:3]([C:2]([F:1])([F:47])[F:46])[CH:41]=1)[C:6]([N:8]1[CH2:13][CH2:12][N:11]([CH2:14]/[CH:15]=[CH:16]/[C@@H:17]2[CH2:22][O:21][CH2:20][CH2:19][NH:18]2)[CH2:10][C@H:9]1[CH2:30][C:31]1[CH:36]=[CH:35][C:34]([CH3:37])=[C:33]([CH3:38])[CH:32]=1)=[O:7].